The task is: Predict the reactants needed to synthesize the given product.. This data is from Full USPTO retrosynthesis dataset with 1.9M reactions from patents (1976-2016). (1) Given the product [O:1]1[C:5]([C:6]([N:9]2[CH2:13][CH2:12][C:11]3([N:18]4[CH:19]=[N:20][CH:21]=[C:17]4[CH2:16][CH2:15][CH2:14]3)[CH2:10]2)=[O:8])=[CH:4][N:3]=[CH:2]1, predict the reactants needed to synthesize it. The reactants are: [O:1]1[C:5]([C:6]([OH:8])=O)=[CH:4][N:3]=[CH:2]1.[NH:9]1[CH2:13][CH2:12][C:11]2([N:18]3[CH:19]=[N:20][CH:21]=[C:17]3[CH2:16][CH2:15][CH2:14]2)[CH2:10]1.C(N(CC)CC)C.C(=O)([O-])O.[Na+]. (2) Given the product [CH3:51][C:47]1[N:46]=[C:45]([C:41]2[CH:42]=[CH:43][CH:44]=[CH:39][C:40]=2[NH:28][C:13](=[O:14])/[CH:12]=[CH:11]/[CH:10]=[C:9]([C:16]2[CH:21]=[CH:20][C:19]([C:22]([F:25])([F:24])[F:23])=[CH:18][CH:17]=2)[C:6]2[CH:7]=[CH:8][C:3]([C:2]([F:27])([F:26])[F:1])=[CH:4][CH:5]=2)[CH:50]=[CH:49][N:48]=1, predict the reactants needed to synthesize it. The reactants are: [F:1][C:2]([F:27])([F:26])[C:3]1[CH:8]=[CH:7][C:6]([C:9]([C:16]2[CH:21]=[CH:20][C:19]([C:22]([F:25])([F:24])[F:23])=[CH:18][CH:17]=2)=[CH:10]/[CH:11]=[CH:12]/[C:13](O)=[O:14])=[CH:5][CH:4]=1.[N:28]1C=CC=CC=1.S(Cl)(Cl)=O.N[C:39]1[CH:40]=[C:41]([C:45]2[CH:50]=[CH:49][N:48]=[C:47]([CH3:51])[N:46]=2)[CH:42]=[CH:43][CH:44]=1. (3) Given the product [SH:17][C:14]([CH3:13])([CH3:15])[CH2:16][CH2:20][C:24]([OH:18])=[O:23], predict the reactants needed to synthesize it. The reactants are: [Li]CCCC.C(#N)C.[Li].C(#N)C.[CH3:13][C:14]1([S:17][CH2:16]1)[CH3:15].[OH-:18].[Na+].[CH2:20]1[CH2:24][O:23]CC1. (4) Given the product [OH:41][CH2:40][CH2:39][N:38]([CH:35]([CH3:37])[CH3:36])[C:18]([C:12]1[S:13][C:14]2[CH2:15][CH2:16][O:17][C:8]3[CH:7]=[C:6]([C:4]4[CH:3]=[N:2][NH:1][CH:5]=4)[CH:22]=[CH:21][C:9]=3[C:10]=2[N:11]=1)=[O:20], predict the reactants needed to synthesize it. The reactants are: [NH:1]1[CH:5]=[C:4]([C:6]2[CH:22]=[CH:21][C:9]3[C:10]4[N:11]=[C:12]([C:18]([OH:20])=O)[S:13][C:14]=4[CH2:15][CH2:16][O:17][C:8]=3[CH:7]=2)[CH:3]=[N:2]1.CN(C)C=O.C(NC(C)C)(C)C.[CH:35]([NH:38][CH2:39][CH2:40][OH:41])([CH3:37])[CH3:36]. (5) Given the product [C:14]1([S:20][C:3]2[C:4]3[C:9](=[CH:8][CH:7]=[CH:6][C:5]=3[CH2:10][CH2:11][CH2:12][OH:13])[NH:1][CH:2]=2)[CH:19]=[CH:18][CH:17]=[CH:16][CH:15]=1, predict the reactants needed to synthesize it. The reactants are: [NH:1]1[C:9]2[C:4](=[C:5]([CH2:10][CH2:11][CH2:12][OH:13])[CH:6]=[CH:7][CH:8]=2)[CH:3]=[CH:2]1.[C:14]1([SH:20])[CH:19]=[CH:18][CH:17]=[CH:16][CH:15]=1.[I-].[K+].II. (6) Given the product [C:1]([O:5][C:6](=[O:31])[C:7]1[CH:12]=[CH:11][C:10]([C:13]2[CH:17]([OH:49])[C:16]([C:22]3[CH:23]=[C:24]([Cl:29])[CH:25]=[C:26]([Cl:28])[CH:27]=3)([C:18]([F:20])([F:19])[F:21])[O:15][N:14]=2)=[CH:9][C:8]=1[CH3:30])([CH3:4])([CH3:3])[CH3:2], predict the reactants needed to synthesize it. The reactants are: [C:1]([O:5][C:6](=[O:31])[C:7]1[CH:12]=[CH:11][C:10]([C:13]2[CH2:17][C:16]([C:22]3[CH:27]=[C:26]([Cl:28])[CH:25]=[C:24]([Cl:29])[CH:23]=3)([C:18]([F:21])([F:20])[F:19])[O:15][N:14]=2)=[CH:9][C:8]=1[CH3:30])([CH3:4])([CH3:3])[CH3:2].C[Si]([N-][Si](C)(C)C)(C)C.[Li+].C1(S(N2C(C3C=CC=CC=3)O2)(=O)=[O:49])C=CC=CC=1.